This data is from Catalyst prediction with 721,799 reactions and 888 catalyst types from USPTO. The task is: Predict which catalyst facilitates the given reaction. (1) Reactant: II.Br[CH2:4][CH2:5][CH:6]1[O:10][CH2:9][CH2:8][O:7]1.[F:11][C:12]1[CH:19]=[CH:18][C:15]([CH:16]=[O:17])=[CH:14][C:13]=1[CH3:20]. The catalyst class is: 1. Product: [O:7]1[CH2:8][CH2:9][O:10][CH:6]1[CH2:5][CH2:4][CH:16]([C:15]1[CH:18]=[CH:19][C:12]([F:11])=[C:13]([CH3:20])[CH:14]=1)[OH:17]. (2) Reactant: [CH2:1]([N:3]([CH2:37][CH3:38])[CH2:4][CH2:5][CH2:6][NH:7][C:8]1[N:9]=[C:10]([C:27]2[C:28]([CH3:36])=[C:29]([CH:33]=[CH:34][CH:35]=2)[C:30]([OH:32])=O)[C:11]2[CH:17]=[CH:16][C:15](=[O:18])[N:14]([C:19]3[C:24]([F:25])=[CH:23][CH:22]=[CH:21][C:20]=3[F:26])[C:12]=2[N:13]=1)[CH3:2].CN(C(ON1N=NC2C=CC=CC1=2)=[N+](C)C)C.F[P-](F)(F)(F)(F)F.C(N(CC)CC)C.[CH2:70]([NH2:74])[CH:71]([CH3:73])[CH3:72]. Product: [CH2:37]([N:3]([CH2:1][CH3:2])[CH2:4][CH2:5][CH2:6][NH:7][C:8]1[N:9]=[C:10]([C:27]2[C:28]([CH3:36])=[C:29]([CH:33]=[CH:34][CH:35]=2)[C:30]([NH:74][CH2:70][CH:71]([CH3:73])[CH3:72])=[O:32])[C:11]2[CH:17]=[CH:16][C:15](=[O:18])[N:14]([C:19]3[C:20]([F:26])=[CH:21][CH:22]=[CH:23][C:24]=3[F:25])[C:12]=2[N:13]=1)[CH3:38]. The catalyst class is: 3. (3) Reactant: [OH2:1].C[C@H]1[C@H](C)[C@@H]2[C@@](C(O)=O)(CC[C@@]3(C)[C@]4(C)CC[C@H:17]5[C:22](C)(C)[C@@H:21]([OH:25])[CH2:20][CH2:19][C@:18]5([CH3:26])[C@H]4CC=C32)CC1.CC([C@H]1[C@@H]2[C@@H]3[C@@](C)(CC[C@@]2(CO)CC1)[C@@]1(C)[C@@H]([C@]2(C)[C@@H](CC1)C(C)(C)[C@@H:50]([OH:63])CC2)CC3)=C. Product: [O:1]=[CH:26][C:18]1[CH:19]=[CH:20][C:21]([OH:25])=[C:22]([O:63][CH3:50])[CH:17]=1. The catalyst class is: 8.